Dataset: Full USPTO retrosynthesis dataset with 1.9M reactions from patents (1976-2016). Task: Predict the reactants needed to synthesize the given product. (1) Given the product [C:1]([O:5][C:6]([NH:8][CH2:9][C@H:10]1[CH2:11][CH2:12][C@H:13]([C:16]([NH:18][C@@H:19]([CH2:20][C:21]2[CH:26]=[CH:25][C:24]([C:27]3[CH:32]=[CH:31][C:30]([C:33](=[O:34])[NH:60][CH:61]4[CH2:66][CH2:65][N:64]([C:67]([O:69][C:70]([CH3:73])([CH3:72])[CH3:71])=[O:68])[CH2:63][C:62]4([CH3:75])[CH3:74])=[CH:29][C:28]=3[CH3:36])=[CH:23][CH:22]=2)[C:37]([NH:39][C:40]2[CH:45]=[CH:44][C:43]([C:46]3[NH:47][C:48]([C:51]([F:58])([F:59])[C:52]([F:54])([F:53])[C:55]([OH:57])=[O:56])=[N:49][N:50]=3)=[CH:42][CH:41]=2)=[O:38])=[O:17])[CH2:14][CH2:15]1)=[O:7])([CH3:4])([CH3:3])[CH3:2], predict the reactants needed to synthesize it. The reactants are: [C:1]([O:5][C:6]([NH:8][CH2:9][C@H:10]1[CH2:15][CH2:14][C@H:13]([C:16]([NH:18][C@H:19]([C:37]([NH:39][C:40]2[CH:45]=[CH:44][C:43]([C:46]3[NH:50][N:49]=[C:48]([C:51]([F:59])([F:58])[C:52]([C:55]([OH:57])=[O:56])([F:54])[F:53])[N:47]=3)=[CH:42][CH:41]=2)=[O:38])[CH2:20][C:21]2[CH:26]=[CH:25][C:24]([C:27]3[CH:32]=[CH:31][C:30]([C:33](O)=[O:34])=[CH:29][C:28]=3[CH3:36])=[CH:23][CH:22]=2)=[O:17])[CH2:12][CH2:11]1)=[O:7])([CH3:4])([CH3:3])[CH3:2].[NH2:60][CH:61]1[CH2:66][CH2:65][N:64]([C:67]([O:69][C:70]([CH3:73])([CH3:72])[CH3:71])=[O:68])[CH2:63][C:62]1([CH3:75])[CH3:74].C(N(CC)C(C)C)(C)C.F[P-](F)(F)(F)(F)F.CN(C(ON1C2=NC=CC=C2N=N1)=[N+](C)C)C. (2) The reactants are: O1CCO[CH:2]1[CH2:6][CH2:7][CH2:8][N:9]1[CH2:14][CH2:13][CH:12]([C:15]2[CH:16]=[C:17]([NH:21][C:22](=[O:26])[CH:23]([CH3:25])[CH3:24])[CH:18]=[CH:19][CH:20]=2)[CH2:11][CH2:10]1.Cl.[CH3:28][O:29][C:30]1[CH:35]=[CH:34][CH:33]=[CH:32][C:31]=1[NH:36]N. Given the product [CH3:28][O:29][C:30]1[CH:35]=[CH:34][CH:33]=[C:32]2[C:31]=1[NH:36][CH:2]=[C:6]2[CH2:7][CH2:8][N:9]1[CH2:10][CH2:11][CH:12]([C:15]2[CH:16]=[C:17]([NH:21][C:22](=[O:26])[CH:23]([CH3:24])[CH3:25])[CH:18]=[CH:19][CH:20]=2)[CH2:13][CH2:14]1, predict the reactants needed to synthesize it. (3) Given the product [C:5]([C:9]1[N:14]=[C:13]([N:15]2[CH2:20][CH2:19][N:18]([CH2:21][CH2:22][C@H:23]3[CH2:24][CH2:25][C@H:26]([NH:29][C:1](=[O:3])[CH3:2])[CH2:27][CH2:28]3)[CH2:17][CH2:16]2)[CH:12]=[C:11]([CH2:30][CH2:31][O:32][CH3:33])[N:10]=1)([CH3:8])([CH3:6])[CH3:7], predict the reactants needed to synthesize it. The reactants are: [C:1](Cl)(=[O:3])[CH3:2].[C:5]([C:9]1[N:14]=[C:13]([N:15]2[CH2:20][CH2:19][N:18]([CH2:21][CH2:22][C@H:23]3[CH2:28][CH2:27][C@H:26]([NH2:29])[CH2:25][CH2:24]3)[CH2:17][CH2:16]2)[CH:12]=[C:11]([CH2:30][CH2:31][O:32][CH3:33])[N:10]=1)([CH3:8])([CH3:7])[CH3:6].C(N(CC)CC)C. (4) The reactants are: CS[C:3]1[N:8]=[C:7]([C:9]2[C:17]3[C:12](=[N:13][CH:14]=[C:15]([C:18]([F:21])([F:20])[F:19])[CH:16]=3)[N:11]([S:22]([C:25]3[CH:31]=[CH:30][C:28]([CH3:29])=[CH:27][CH:26]=3)(=[O:24])=[O:23])[CH:10]=2)[C:6]([C:32]#[N:33])=[CH:5][N:4]=1.ClC1C=CC=C(C(OO)=O)C=1.[F:45][C:46]1[C:51]([OH:52])=[C:50]([F:53])[C:49]([F:54])=[C:48]([F:55])[C:47]=1[F:56]. Given the product [F:45][C:46]1[C:47]([F:56])=[C:48]([F:55])[C:49]([F:54])=[C:50]([F:53])[C:51]=1[O:52][C:3]1[N:8]=[C:7]([C:9]2[C:17]3[C:12](=[N:13][CH:14]=[C:15]([C:18]([F:19])([F:20])[F:21])[CH:16]=3)[N:11]([S:22]([C:25]3[CH:26]=[CH:27][C:28]([CH3:29])=[CH:30][CH:31]=3)(=[O:24])=[O:23])[CH:10]=2)[C:6]([C:32]#[N:33])=[CH:5][N:4]=1, predict the reactants needed to synthesize it. (5) Given the product [C:1]([N:5]([CH3:29])[C:6]([C:8]1[N:12]2[CH2:13][CH2:14][C:15]3[C:20]([C:11]2=[C:10]([C:24]2[S:25][CH:26]=[CH:27][CH:28]=2)[CH:9]=1)=[CH:19][C:18]([NH:21][C:40](=[O:41])[CH2:39][O:38][CH3:37])=[C:17]([O:22][CH3:23])[CH:16]=3)=[O:7])([CH3:3])([CH3:4])[CH3:2], predict the reactants needed to synthesize it. The reactants are: [C:1]([N:5]([CH3:29])[C:6]([C:8]1[N:12]2[CH2:13][CH2:14][C:15]3[C:20]([C:11]2=[C:10]([C:24]2[S:25][CH:26]=[CH:27][CH:28]=2)[CH:9]=1)=[CH:19][C:18]([NH2:21])=[C:17]([O:22][CH3:23])[CH:16]=3)=[O:7])([CH3:4])([CH3:3])[CH3:2].C(N(CC)CC)C.[CH3:37][O:38][CH2:39][C:40](Cl)=[O:41]. (6) Given the product [Cl:1][C:2]1[C:11]2[C:6](=[CH:7][CH:8]=[CH:9][CH:10]=2)[C:5]([N:12]2[CH2:17][CH2:16][N:15]([C:25]([CH:19]3[CH2:24][CH2:23][CH2:22][CH2:21][CH2:20]3)=[O:26])[CH2:14][C@H:13]2[CH3:18])=[N:4][N:3]=1, predict the reactants needed to synthesize it. The reactants are: [Cl:1][C:2]1[C:11]2[C:6](=[CH:7][CH:8]=[CH:9][CH:10]=2)[C:5]([N:12]2[CH2:17][CH2:16][NH:15][CH2:14][C@H:13]2[CH3:18])=[N:4][N:3]=1.[CH:19]1([C:25](Cl)=[O:26])[CH2:24][CH2:23][CH2:22][CH2:21][CH2:20]1. (7) The reactants are: [CH:1]1([C:4]([NH:6][C:7]2[N:8]=[CH:9][C:10]3[C:15]([CH:16]=2)=[CH:14][CH:13]=[C:12]([C:17]2[CH:18]=[C:19]([NH:24][C:25]([C:27]4[CH:32]=[CH:31][C:30]([CH:33]5[CH2:37][CH2:36][N:35]([C:38](OC(C)(C)C)=O)[CH2:34]5)=[CH:29][CH:28]=4)=[O:26])[CH:20]=[CH:21][C:22]=2[CH3:23])[CH:11]=3)=[O:5])[CH2:3][CH2:2]1.C(Cl)Cl.Cl.C(=O)([O-])[O-].[K+].[K+].CN(C)C=O.CI. Given the product [CH:1]1([C:4]([NH:6][C:7]2[N:8]=[CH:9][C:10]3[C:15]([CH:16]=2)=[CH:14][CH:13]=[C:12]([C:17]2[CH:18]=[C:19]([NH:24][C:25](=[O:26])[C:27]4[CH:28]=[CH:29][C:30]([CH:33]5[CH2:37][CH2:36][N:35]([CH3:38])[CH2:34]5)=[CH:31][CH:32]=4)[CH:20]=[CH:21][C:22]=2[CH3:23])[CH:11]=3)=[O:5])[CH2:3][CH2:2]1, predict the reactants needed to synthesize it. (8) Given the product [NH:8]1[CH2:9][CH:10]([C:12]2[CH:13]=[C:14]([Cl:29])[C:15]([C:19]3[S:20][C:21]4[C:22]([NH:46][C:54]5[CH:55]=[C:56]([CH3:57])[N:60]=[CH:59][N:53]=5)=[N:23][CH:24]=[CH:25][C:26]=4[N:27]=3)=[C:16]([Cl:18])[CH:17]=2)[CH2:11]1, predict the reactants needed to synthesize it. The reactants are: C(OC([N:8]1[CH2:11][CH:10]([C:12]2[CH:17]=[C:16]([Cl:18])[C:15]([C:19]3[S:20][C:21]4[C:22](Cl)=[N:23][CH:24]=[CH:25][C:26]=4[N:27]=3)=[C:14]([Cl:29])[CH:13]=2)[CH2:9]1)=O)(C)(C)C.BrCCBr.C[Si](Cl)(C)C.C(OC([N:46]1CC(I)C1)=O)(C)(C)C.ClC1[C:57]2S[C:59](C3C(Cl)=CC(I)=CC=3Cl)=[N:60][C:56]=2[CH:55]=[CH:54][N:53]=1. (9) Given the product [C:1]([C:5]1[N:10]=[CH:9][C:8]([C:11]2[N:12]([C:32]([N:34]3[CH2:35][CH2:36][CH:37]([CH2:40][C:41]([N:51]4[CH2:52][CH2:53][CH2:54][N:48]([CH3:47])[CH2:49][CH2:50]4)=[O:43])[CH2:38][CH2:39]3)=[O:33])[C@@:13]([C:25]3[CH:30]=[CH:29][C:28]([Cl:31])=[CH:27][CH:26]=3)([CH3:24])[C@@:14]([C:17]3[CH:22]=[CH:21][C:20]([Cl:23])=[CH:19][CH:18]=3)([CH3:16])[N:15]=2)=[C:7]([O:44][CH2:45][CH3:46])[CH:6]=1)([CH3:2])([CH3:3])[CH3:4], predict the reactants needed to synthesize it. The reactants are: [C:1]([C:5]1[N:10]=[CH:9][C:8]([C:11]2[N:12]([C:32]([N:34]3[CH2:39][CH2:38][CH:37]([CH2:40][C:41]([OH:43])=O)[CH2:36][CH2:35]3)=[O:33])[C@@:13]([C:25]3[CH:30]=[CH:29][C:28]([Cl:31])=[CH:27][CH:26]=3)([CH3:24])[C@@:14]([C:17]3[CH:22]=[CH:21][C:20]([Cl:23])=[CH:19][CH:18]=3)([CH3:16])[N:15]=2)=[C:7]([O:44][CH2:45][CH3:46])[CH:6]=1)([CH3:4])([CH3:3])[CH3:2].[CH3:47][N:48]1[CH2:54][CH2:53][CH2:52][NH:51][CH2:50][CH2:49]1. (10) Given the product [NH:20]1[C:21]2=[N:22][CH:23]=[CH:24][CH:25]=[C:26]2[C:18]([C:35]2[C:44]3[C:39](=[CH:40][CH:41]=[CH:42][CH:43]=3)[N:38]=[C:37]([NH2:45])[CH:36]=2)=[CH:19]1, predict the reactants needed to synthesize it. The reactants are: C(N(CC)CC)C.CC1(C)C(C)(C)OBO1.I[C:18]1[C:26]2[C:21](=[N:22][CH:23]=[CH:24][CH:25]=2)[N:20](C(OC(C)(C)C)=O)[CH:19]=1.Br[C:35]1[C:44]2[C:39](=[CH:40][CH:41]=[CH:42][CH:43]=2)[N:38]=[C:37]([NH2:45])[CH:36]=1.C(=O)([O-])[O-].[Cs+].[Cs+].